From a dataset of Reaction yield outcomes from USPTO patents with 853,638 reactions. Predict the reaction yield, written as a fraction of the theoretical maximum amount of product (1.0 means a 100% yield; for example, 0.34 means a 34% yield). (1) The reactants are [N+:1]([C:4]1[CH:9]=[CH:8][C:7]([CH2:10][CH:11](O)[CH2:12][C:13]([O:15][CH2:16][CH3:17])=[O:14])=[CH:6][CH:5]=1)([O-:3])=[O:2].C(N(CC)CC)C.CS(Cl)(=O)=O.C1CCN2C(=NCCC2)CC1. The catalyst is C(OCC)(=O)C. The product is [N+:1]([C:4]1[CH:5]=[CH:6][C:7]([CH2:10][CH:11]=[CH:12][C:13]([O:15][CH2:16][CH3:17])=[O:14])=[CH:8][CH:9]=1)([O-:3])=[O:2]. The yield is 0.950. (2) The reactants are [Cl:1][C:2]1[N:3]=[C:4]2[C:9](=[CH:10][CH:11]=1)[N:8]=[CH:7][C:6]([C:12](=[O:14])[CH3:13])=[C:5]2[NH:15][C@H:16]1[CH2:21][CH2:20][C@H:19]([N:22]([CH3:24])[CH3:23])[CH2:18][CH2:17]1.[Cl:25][C:26]1[CH:31]=[C:30](B2OC(C)(C)C(C)(C)O2)[CH:29]=[C:28]([F:41])[C:27]=1[OH:42].C1(N)C(F)=C(F)C(F)=C(N)C=1F.Cl.Cl. No catalyst specified. The product is [ClH:1].[ClH:25].[Cl:25][C:26]1[CH:31]=[C:30]([C:2]2[N:3]=[C:4]3[C:9](=[CH:10][CH:11]=2)[N:8]=[CH:7][C:6]([C:12](=[O:14])[CH3:13])=[C:5]3[NH:15][C@H:16]2[CH2:21][CH2:20][C@H:19]([N:22]([CH3:23])[CH3:24])[CH2:18][CH2:17]2)[CH:29]=[C:28]([F:41])[C:27]=1[OH:42]. The yield is 0.110. (3) The reactants are C(Cl)(=O)C(Cl)=O.[O:7]=[C:8]([C:12]1[S:13][CH:14]=[CH:15][CH:16]=1)[C:9]([OH:11])=[O:10].[N:17]12[CH2:24][CH2:23][CH:20]([CH2:21][CH2:22]1)[C@@H:19](O)[CH2:18]2. The catalyst is CN(C)C=O.C(Cl)(Cl)Cl. The product is [N:17]12[CH2:24][CH2:23][CH:20]([CH2:21][CH2:22]1)[C@@H:19]([O:10][C:9](=[O:11])[C:8](=[O:7])[C:12]1[S:13][CH:14]=[CH:15][CH:16]=1)[CH2:18]2. The yield is 0.926. (4) The reactants are [Br:1][C:2]1[CH:16]=[CH:15][C:5]2[C:6]3[N:10]([CH2:11][CH2:12][O:13][C:4]=2[CH:3]=1)[CH:9]=[C:8](I)[N:7]=3.N#N.C[Si](C)(C)N[Si](C)(C)C.C[N:29](C)[CH:30]=[O:31]. The catalyst is Cl[Pd](Cl)([P](C1C=CC=CC=1)(C1C=CC=CC=1)C1C=CC=CC=1)[P](C1C=CC=CC=1)(C1C=CC=CC=1)C1C=CC=CC=1. The product is [Br:1][C:2]1[CH:16]=[CH:15][C:5]2[C:6]3[N:10]([CH2:11][CH2:12][O:13][C:4]=2[CH:3]=1)[CH:9]=[C:8]([C:30]([NH2:29])=[O:31])[N:7]=3. The yield is 0.760. (5) The reactants are [O:1]1[CH2:6][CH:5]=[C:4](B2OC(C)(C)C(C)(C)O2)[CH2:3][CH2:2]1.[NH2:16][C@H:17]1[C:26]2[C:21](=[CH:22][CH:23]=[C:24](Br)[CH:25]=2)[N:20]([C:28](=[O:30])[CH3:29])[C@@H:19]([CH:31]2[CH2:33][CH2:32]2)[C@@H:18]1[CH3:34].C(=O)([O-])[O-].[Cs+].[Cs+].O. The catalyst is O1CCOCC1.C1C=CC([P]([Pd]([P](C2C=CC=CC=2)(C2C=CC=CC=2)C2C=CC=CC=2)([P](C2C=CC=CC=2)(C2C=CC=CC=2)C2C=CC=CC=2)[P](C2C=CC=CC=2)(C2C=CC=CC=2)C2C=CC=CC=2)(C2C=CC=CC=2)C2C=CC=CC=2)=CC=1. The product is [NH2:16][C@H:17]1[C:26]2[C:21](=[CH:22][CH:23]=[C:24]([C:4]3[CH2:3][CH2:2][O:1][CH2:6][CH:5]=3)[CH:25]=2)[N:20]([C:28](=[O:30])[CH3:29])[C@@H:19]([CH:31]2[CH2:33][CH2:32]2)[C@@H:18]1[CH3:34]. The yield is 0.530. (6) The reactants are Cl[CH2:2][CH2:3][CH2:4][N:5]1[C:10](=[O:11])[CH2:9][S:8][C:7]2[CH:12]=[CH:13][N:14]=[CH:15][C:6]1=2.C([O-])([O-])=O.[K+].[K+].[Na+].[I-].[CH2:24]([CH:28]1[CH2:33][CH2:32][NH:31][CH2:30][CH2:29]1)[CH2:25][CH2:26][CH3:27]. The catalyst is CCCCCCC.CCOC(C)=O. The product is [CH2:24]([CH:28]1[CH2:33][CH2:32][N:31]([CH2:2][CH2:3][CH2:4][N:5]2[C:10](=[O:11])[CH2:9][S:8][C:7]3[CH:12]=[CH:13][N:14]=[CH:15][C:6]2=3)[CH2:30][CH2:29]1)[CH2:25][CH2:26][CH3:27]. The yield is 0.320. (7) The reactants are [F:1][C:2]1[CH:8]=[CH:7][C:5]([NH2:6])=[CH:4][C:3]=1[CH2:9][N:10]1[CH2:15][CH2:14][N:13]([CH3:16])[CH2:12][CH2:11]1.[NH2:17][C:18]1[CH:27]=[C:26]2[C:21]([CH:22]=[C:23]([C:31]3[C:32]([CH3:45])=[CH:33][C:34]([F:44])=[C:35]([NH:37][C:38](=O)[O:39]C(C)=C)[CH:36]=3)[C:24](=[O:30])[N:25]2[CH2:28][CH3:29])=[CH:20][N:19]=1. The catalyst is O1CCOCC1.CN1CCCC1.CS(C)=O. The product is [NH2:17][C:18]1[CH:27]=[C:26]2[C:21]([CH:22]=[C:23]([C:31]3[C:32]([CH3:45])=[CH:33][C:34]([F:44])=[C:35]([NH:37][C:38]([NH:6][C:5]4[CH:7]=[CH:8][C:2]([F:1])=[C:3]([CH2:9][N:10]5[CH2:15][CH2:14][N:13]([CH3:16])[CH2:12][CH2:11]5)[CH:4]=4)=[O:39])[CH:36]=3)[C:24](=[O:30])[N:25]2[CH2:28][CH3:29])=[CH:20][N:19]=1. The yield is 0.220.